Dataset: Reaction yield outcomes from USPTO patents with 853,638 reactions. Task: Predict the reaction yield, written as a fraction of the theoretical maximum amount of product (1.0 means a 100% yield; for example, 0.34 means a 34% yield). (1) The reactants are [Cl:1][C:2]1[CH:3]=[CH:4][C:5]([CH3:14])=[C:6]([N:8]2[CH2:13][CH2:12][NH:11][CH2:10][CH2:9]2)[CH:7]=1.Cl[CH2:16][CH2:17][N:18]1[C:27](=[O:28])[CH2:26][C:21]2([CH2:25][CH2:24][CH2:23][CH2:22]2)[CH2:20][C:19]1=[O:29]. No catalyst specified. The product is [Cl:1][C:2]1[CH:3]=[CH:4][C:5]([CH3:14])=[C:6]([N:8]2[CH2:9][CH2:10][N:11]([CH2:16][CH2:17][N:18]3[C:19](=[O:29])[CH2:20][C:21]4([CH2:25][CH2:24][CH2:23][CH2:22]4)[CH2:26][C:27]3=[O:28])[CH2:12][CH2:13]2)[CH:7]=1. The yield is 0.490. (2) The reactants are [C:1](Cl)([CH3:3])=[O:2].Cl.[F:6][C:7]1[CH:8]=[CH:9][C:10]([CH2:13][O:14][C:15]2[CH:20]=[CH:19][N:18]([C:21]3[CH:22]=[CH:23][C:24]4[C:25]5[CH2:35][CH2:34][NH:33][CH2:32][CH2:31][C:26]=5[N:27]([CH3:30])[C:28]=4[CH:29]=3)[C:17](=[O:36])[CH:16]=2)=[N:11][CH:12]=1.CCN(CC)CC.O. The catalyst is CN(C1C=CN=CC=1)C.C(Cl)Cl. The product is [C:1]([N:33]1[CH2:34][CH2:35][C:25]2[C:24]3[CH:23]=[CH:22][C:21]([N:18]4[CH:19]=[CH:20][C:15]([O:14][CH2:13][C:10]5[CH:9]=[CH:8][C:7]([F:6])=[CH:12][N:11]=5)=[CH:16][C:17]4=[O:36])=[CH:29][C:28]=3[N:27]([CH3:30])[C:26]=2[CH2:31][CH2:32]1)(=[O:2])[CH3:3]. The yield is 0.780. (3) The reactants are [CH3:1][O:2][C:3](=[O:29])[C:4]1[CH:9]=[CH:8][C:7]([CH2:10][C:11]2([CH2:21][C:22]3[CH:27]=[CH:26][C:25]([Br:28])=[CH:24][CH:23]=3)C(=O)OC(C)(C)[O:13][C:12]2=O)=[CH:6][CH:5]=1.[O:30]1[C:35]2=[CH:36][CH:37]=[CH:38][C:34]2=[CH:33][CH:32]=[C:31]1[NH:39][C:40]1[CH:45]=[CH:44][CH:43]=[CH:42][CH:41]=1. The catalyst is CN1C(=O)CCC1.O. The product is [CH3:1][O:2][C:3](=[O:29])[C:4]1[CH:5]=[CH:6][C:7]([CH2:10][CH:11]([C:12](=[O:13])[N:39]([C:31]2[O:30][C:35]3=[CH:36][CH:37]=[CH:38][C:34]3=[CH:33][CH:32]=2)[C:40]2[CH:41]=[CH:42][CH:43]=[CH:44][CH:45]=2)[CH2:21][C:22]2[CH:23]=[CH:24][C:25]([Br:28])=[CH:26][CH:27]=2)=[CH:8][CH:9]=1. The yield is 0.560. (4) The product is [OH:1][CH2:2][CH2:3][N:4]([CH:22]([CH3:24])[CH3:23])[C:5]([C:7]1[S:8][C:9]2[CH2:10][CH2:11][O:12][C:13]3[CH:20]=[CH:19][C:18]([C:31]4[C:26]([CH3:25])=[N:27][CH:28]=[CH:29][CH:30]=4)=[CH:17][C:14]=3[C:15]=2[N:16]=1)=[O:6]. The reactants are [OH:1][CH2:2][CH2:3][N:4]([CH:22]([CH3:24])[CH3:23])[C:5]([C:7]1[S:8][C:9]2[CH2:10][CH2:11][O:12][C:13]3[CH:20]=[CH:19][C:18](Br)=[CH:17][C:14]=3[C:15]=2[N:16]=1)=[O:6].[CH3:25][C:26]1[C:31](B(O)O)=[CH:30][CH:29]=[CH:28][N:27]=1. The yield is 0.170. No catalyst specified. (5) The reactants are [Cl:1][C:2]1[C:3]([F:32])=[C:4]([CH:29]=[CH:30][CH:31]=1)[NH:5][C:6]1[C:15]2[C:10](=[CH:11][C:12]([O:27][CH3:28])=[C:13]([O:16][CH2:17][C@@H:18]3[CH2:22][CH2:21][CH2:20][N:19]3[C:23](=[O:26])[CH2:24]Cl)[CH:14]=2)[N:9]=[CH:8][N:7]=1.[CH3:33][NH:34][CH3:35]. The catalyst is C(O)C. The product is [Cl:1][C:2]1[C:3]([F:32])=[C:4]([CH:29]=[CH:30][CH:31]=1)[NH:5][C:6]1[C:15]2[C:10](=[CH:11][C:12]([O:27][CH3:28])=[C:13]([O:16][CH2:17][C@@H:18]3[CH2:22][CH2:21][CH2:20][N:19]3[C:23](=[O:26])[CH2:24][N:34]([CH3:35])[CH3:33])[CH:14]=2)[N:9]=[CH:8][N:7]=1. The yield is 0.580. (6) The reactants are [CH3:1][N:2]([CH3:46])[CH:3]1[CH2:6][N:5]([CH:7]2[CH2:12][CH2:11][N:10]([C:13]([NH:15][C:16]3[CH:21]=[C:20]([O:22][C:23]4[CH:28]=[CH:27][C:26]([NH:29][C:30]([C:32]5([C:35]([NH:37][C:38]6[CH:43]=[CH:42][C:41]([F:44])=[CH:40][CH:39]=6)=[O:36])[CH2:34][CH2:33]5)=[O:31])=[C:25]([F:45])[CH:24]=4)[CH:19]=[CH:18][N:17]=3)=[O:14])[CH2:9][CH2:8]2)[CH2:4]1.[ClH:47].O. The catalyst is CC(C)=O. The product is [ClH:47].[CH3:1][N:2]([CH3:46])[CH:3]1[CH2:6][N:5]([CH:7]2[CH2:12][CH2:11][N:10]([C:13]([NH:15][C:16]3[CH:21]=[C:20]([O:22][C:23]4[CH:28]=[CH:27][C:26]([NH:29][C:30]([C:32]5([C:35]([NH:37][C:38]6[CH:43]=[CH:42][C:41]([F:44])=[CH:40][CH:39]=6)=[O:36])[CH2:34][CH2:33]5)=[O:31])=[C:25]([F:45])[CH:24]=4)[CH:19]=[CH:18][N:17]=3)=[O:14])[CH2:9][CH2:8]2)[CH2:4]1. The yield is 0.960. (7) The reactants are [O:1]=[C:2]1[CH:7]=[CH:6][N:5]([C:8]2[CH:13]=[CH:12][CH:11]=[C:10]([C:14]([F:17])([F:16])[F:15])[CH:9]=2)[N:4]=[C:3]1[C:18]([NH:20][C:21]1[CH:26]=[CH:25][CH:24]=[CH:23][CH:22]=1)=O.[NH:27]1[C:31]2[CH:32]=[CH:33][CH:34]=[CH:35][C:30]=2[N:29]=[N:28]1.S(Cl)(Cl)=O. The catalyst is C(Cl)Cl. The product is [N:27]1([C:18](=[N:20][C:21]2[CH:26]=[CH:25][CH:24]=[CH:23][CH:22]=2)[C:3]2[C:2](=[O:1])[CH:7]=[CH:6][N:5]([C:8]3[CH:13]=[CH:12][CH:11]=[C:10]([C:14]([F:17])([F:15])[F:16])[CH:9]=3)[N:4]=2)[C:31]2[CH:32]=[CH:33][CH:34]=[CH:35][C:30]=2[N:29]=[N:28]1. The yield is 0.580.